This data is from Full USPTO retrosynthesis dataset with 1.9M reactions from patents (1976-2016). The task is: Predict the reactants needed to synthesize the given product. (1) Given the product [CH:1]([OH:3])=[O:2].[NH2:4][C:5]1[N:10]=[CH:9][N:8]=[C:7]2[N:11]([CH:22]([C:24]3[O:25][C:26](=[O:46])[C:27]4[C:32]([C:33]=3[C:34]3[CH2:35][CH2:36][N:37]([C:40]([CH:42]5[CH2:43][N:44]([CH3:47])[CH2:45]5)=[O:41])[CH2:38][CH:39]=3)=[CH:31][CH:30]=[CH:29][CH:28]=4)[CH3:23])[N:12]=[C:13]([C:14]3[CH:19]=[C:18]([OH:20])[CH:17]=[C:16]([F:21])[CH:15]=3)[C:6]=12, predict the reactants needed to synthesize it. The reactants are: [CH:1]([OH:3])=[O:2].[NH2:4][C:5]1[N:10]=[CH:9][N:8]=[C:7]2[N:11]([CH:22]([C:24]3[O:25][C:26](=[O:46])[C:27]4[C:32]([C:33]=3[C:34]3[CH2:35][CH2:36][N:37]([C:40]([CH:42]5[CH2:45][NH:44][CH2:43]5)=[O:41])[CH2:38][CH:39]=3)=[CH:31][CH:30]=[CH:29][CH:28]=4)[CH3:23])[N:12]=[C:13]([C:14]3[CH:19]=[C:18]([OH:20])[CH:17]=[C:16]([F:21])[CH:15]=3)[C:6]=12.[CH3:47]CN(C(C)C)C(C)C.C=O.[O-]S([O-])(=O)=O.[Na+].[Na+].C(O)(=O)C.[Na].[BH-](OC(C)=O)(OC(C)=O)OC(C)=O.[Na+]. (2) Given the product [O:18]1[CH2:19][CH2:20][N:15]([S:2]([C:5]2[CH:6]=[N:7][CH:8]=[C:9]([CH:14]=2)[C:10]([O:12][CH3:13])=[O:11])(=[O:4])=[O:3])[CH2:16][CH2:17]1, predict the reactants needed to synthesize it. The reactants are: Cl[S:2]([C:5]1[CH:6]=[N:7][CH:8]=[C:9]([CH:14]=1)[C:10]([O:12][CH3:13])=[O:11])(=[O:4])=[O:3].[NH:15]1[CH2:20][CH2:19][O:18][CH2:17][CH2:16]1.C(=O)([O-])[O-].[K+].[K+]. (3) Given the product [NH2:1][C:2]1[N:14]=[C:13]([C:15]2[CH:20]=[CH:19][CH:18]=[CH:17][C:16]=2[OH:21])[CH:12]=[C:11]([CH:31]2[CH2:36][CH2:35][CH2:34][N:33]([C:37]([O:39][CH2:40][C:41]3[CH:46]=[CH:45][CH:44]=[CH:43][CH:42]=3)=[O:38])[CH2:32]2)[C:3]=1[C:4]([OH:6])=[O:5], predict the reactants needed to synthesize it. The reactants are: [NH2:1][C:2]1[N:14]=[C:13]([C:15]2[CH:20]=[CH:19][CH:18]=[CH:17][C:16]=2[O:21]CC2C=CC(OC)=CC=2)[CH:12]=[C:11]([CH:31]2[CH2:36][CH2:35][CH2:34][N:33]([C:37]([O:39][CH2:40][C:41]3[CH:46]=[CH:45][CH:44]=[CH:43][CH:42]=3)=[O:38])[CH2:32]2)[C:3]=1[C:4]([O:6]C(C)(C)C)=[O:5].FC(F)(F)C(O)=O. (4) Given the product [CH3:1][CH:2]1[CH2:7][CH2:6][CH2:5][CH2:4][CH:3]1[NH:8][C:10](=[O:9])[CH2:11][C:12](=[O:16])[CH3:13], predict the reactants needed to synthesize it. The reactants are: [CH3:1][CH:2]1[CH2:7][CH2:6][CH2:5][CH2:4][CH:3]1[NH2:8].[O:9]1[CH2:13][CH2:12][CH2:11][CH2:10]1.C([O-])(=[O:16])C.[Na+]. (5) Given the product [Br:16][C:17]1[CH:26]=[CH:25][C:20]([C:21]2[N:2]=[C:1]([C@@H:4]3[CH2:8][CH2:7][CH2:6][N:5]3[C:9]([O:11][C:12]([CH3:15])([CH3:14])[CH3:13])=[O:10])[S:3][CH:22]=2)=[CH:19][CH:18]=1, predict the reactants needed to synthesize it. The reactants are: [C:1]([C@@H:4]1[CH2:8][CH2:7][CH2:6][N:5]1[C:9]([O:11][C:12]([CH3:15])([CH3:14])[CH3:13])=[O:10])(=[S:3])[NH2:2].[Br:16][C:17]1[CH:26]=[CH:25][C:20]([C:21](=O)[CH2:22]Br)=[CH:19][CH:18]=1. (6) The reactants are: [N+:1]([C:4]1[CH:16]=[CH:15][C:7]2[NH:8][C:9]([C:11]([F:14])([F:13])[F:12])=[N:10][C:6]=2[CH:5]=1)([O-:3])=[O:2].[C:17]([O-])([O-])=O.[K+].[K+].CI. Given the product [CH3:17][N:8]1[C:7]2[CH:15]=[CH:16][C:4]([N+:1]([O-:3])=[O:2])=[CH:5][C:6]=2[N:10]=[C:9]1[C:11]([F:14])([F:13])[F:12], predict the reactants needed to synthesize it. (7) Given the product [ClH:1].[N:22]([C@@H:23]([C:28]1[CH:33]=[CH:32][CH:31]=[CH:30][CH:29]=1)[CH2:24][N:25]([CH3:27])[CH3:26])=[C:5]=[O:11], predict the reactants needed to synthesize it. The reactants are: [Cl:1]C(Cl)(O[C:5](=[O:11])OC(Cl)(Cl)Cl)Cl.C(N(C(C)C)CC)(C)C.[NH2:22][C@@H:23]([C:28]1[CH:33]=[CH:32][CH:31]=[CH:30][CH:29]=1)[CH2:24][N:25]([CH3:27])[CH3:26].